This data is from Reaction yield outcomes from USPTO patents with 853,638 reactions. The task is: Predict the reaction yield, written as a fraction of the theoretical maximum amount of product (1.0 means a 100% yield; for example, 0.34 means a 34% yield). (1) The reactants are [CH3:1][O:2][CH2:3][CH2:4][O:5][CH2:6][C:7]([C:10]1[CH:15]=[CH:14][C:13]([N+:16]([O-])=O)=[CH:12][CH:11]=1)([CH3:9])[CH3:8]. The catalyst is CO.[Ni]. The product is [CH3:1][O:2][CH2:3][CH2:4][O:5][CH2:6][C:7]([C:10]1[CH:15]=[CH:14][C:13]([NH2:16])=[CH:12][CH:11]=1)([CH3:9])[CH3:8]. The yield is 0.770. (2) The reactants are [CH3:1][O:2][C:3]1[C:9]([C:10]#[C:11][Si](C)(C)C)=[CH:8][CH:7]=[CH:6][C:4]=1[NH2:5].C(=O)([O-])[O-].[K+].[K+]. The catalyst is CO. The product is [C:10]([C:9]1[C:3]([O:2][CH3:1])=[C:4]([CH:6]=[CH:7][CH:8]=1)[NH2:5])#[CH:11]. The yield is 0.442. (3) The reactants are [C:1]12([C:11]3[CH:27]=[CH:26][C:14]([O:15][CH2:16][C:17]([N:19]4[CH2:24][CH2:23][N:22]([CH3:25])[CH2:21][CH2:20]4)=[O:18])=[CH:13][CH:12]=3)[CH2:10][CH:5]3[CH2:6][CH:7]([CH2:9][CH:3]([CH2:4]3)[CH2:2]1)[CH2:8]2.[F:28][C:29]([F:34])([F:33])[C:30]([OH:32])=[O:31]. No catalyst specified. The product is [F:28][C:29]([F:34])([F:33])[C:30]([O-:32])=[O:31].[C:1]12([C:11]3[CH:27]=[CH:26][C:14]([O:15][CH2:16][C:17]([N:19]4[CH2:24][CH2:23][NH+:22]([CH3:25])[CH2:21][CH2:20]4)=[O:18])=[CH:13][CH:12]=3)[CH2:10][CH:5]3[CH2:6][CH:7]([CH2:9][CH:3]([CH2:4]3)[CH2:2]1)[CH2:8]2. The yield is 0.930.